Predict the reactants needed to synthesize the given product. From a dataset of Full USPTO retrosynthesis dataset with 1.9M reactions from patents (1976-2016). (1) The reactants are: [CH3:1][C:2]1[CH:3]=[C:4]2[C:8](=[CH:9][CH:10]=1)[NH:7][C:6]([C:11]1[CH:16]=[CH:15][CH:14]=[CH:13][CH:12]=1)=[CH:5]2.C([BH3-])#N.[Na+].[OH-].[Na+]. Given the product [CH3:1][C:2]1[CH:3]=[C:4]2[C:8](=[CH:9][CH:10]=1)[NH:7][CH:6]([C:11]1[CH:16]=[CH:15][CH:14]=[CH:13][CH:12]=1)[CH2:5]2, predict the reactants needed to synthesize it. (2) Given the product [NH2:8][C:5]1[N:6]=[CH:7][C:2]([C:30]2[C:31]([C:33]3[CH:38]=[CH:37][N:36]=[C:35]([NH:39][CH2:40][C@@H:41]([OH:43])[CH3:42])[N:34]=3)=[CH:32][N:28]([CH2:27][CH:26]([F:48])[F:25])[N:29]=2)=[N:3][C:4]=1[O:23][CH3:24], predict the reactants needed to synthesize it. The reactants are: Br[C:2]1[N:3]=[C:4]([O:23][CH3:24])[C:5]([N:8](C(OC(C)(C)C)=O)C(OC(C)(C)C)=O)=[N:6][CH:7]=1.[F:25][CH:26]([F:48])[CH2:27][N:28]1[CH:32]=[C:31]([C:33]2[CH:38]=[CH:37][N:36]=[C:35]([NH:39][CH2:40][C@@H:41]([OH:43])[CH3:42])[N:34]=2)[C:30]([Sn](C)(C)C)=[N:29]1.